This data is from Peptide-MHC class II binding affinity with 134,281 pairs from IEDB. The task is: Regression. Given a peptide amino acid sequence and an MHC pseudo amino acid sequence, predict their binding affinity value. This is MHC class II binding data. The peptide sequence is APEVKYTVFEKALKK. The MHC is HLA-DPA10301-DPB10402 with pseudo-sequence HLA-DPA10301-DPB10402. The binding affinity (normalized) is 0.695.